From a dataset of Catalyst prediction with 721,799 reactions and 888 catalyst types from USPTO. Predict which catalyst facilitates the given reaction. (1) Reactant: Br[C:2]1[S:3][C:4]([CH:7]=[O:8])=[CH:5][N:6]=1.[F:9][C:10]1[CH:15]=[CH:14][C:13](B(O)O)=[CH:12][CH:11]=1.C(=O)([O-])[O-].[Na+].[Na+]. Product: [F:9][C:10]1[CH:15]=[CH:14][C:13]([C:2]2[S:3][C:4]([CH:7]=[O:8])=[CH:5][N:6]=2)=[CH:12][CH:11]=1. The catalyst class is: 335. (2) Reactant: C[O:2][C:3](=[O:41])[C:4]1[CH:40]=[CH:39][C:7]([C:8]([NH:10][C:11]2[C:12]([C:35]([F:38])([F:37])[F:36])=[N:13][C:14]([O:17][CH2:18][C:19]3[C:20]([C:27]4[C:32]([Cl:33])=[CH:31][CH:30]=[CH:29][C:28]=4[Cl:34])=[N:21][O:22][C:23]=3[CH:24]([CH3:26])[CH3:25])=[CH:15][CH:16]=2)=[O:9])=[CH:6][CH:5]=1.[OH-].[Na+]. Product: [Cl:33][C:32]1[CH:31]=[CH:30][CH:29]=[C:28]([Cl:34])[C:27]=1[C:20]1[C:19]([CH2:18][O:17][C:14]2[N:13]=[C:12]([C:35]([F:38])([F:37])[F:36])[C:11]([NH:10][C:8](=[O:9])[C:7]3[CH:6]=[CH:5][C:4]([C:3]([OH:41])=[O:2])=[CH:40][CH:39]=3)=[CH:16][CH:15]=2)=[C:23]([CH:24]([CH3:26])[CH3:25])[O:22][N:21]=1. The catalyst class is: 24.